Dataset: Catalyst prediction with 721,799 reactions and 888 catalyst types from USPTO. Task: Predict which catalyst facilitates the given reaction. (1) Reactant: S(=O)(=O)(O)O.[NH:6]1[C:14]2[C:9](=[CH:10][C:11](N)=[CH:12][CH:13]=2)[CH:8]=[N:7]1.[OH-:16].[Na+]. Product: [NH:6]1[C:14]2[C:9](=[CH:10][C:11]([OH:16])=[CH:12][CH:13]=2)[CH:8]=[N:7]1. The catalyst class is: 6. (2) Reactant: [C:1]([O:5][C:6]([N:8]1[CH2:12][CH2:11][CH2:10][CH:9]1[C:13]([OH:15])=O)=[O:7])([CH3:4])([CH3:3])[CH3:2].N1C=CC=CC=1.C(Cl)(=O)C(Cl)=O.[C:28]([NH:32][S:33]([C:36]1[C:37]([C:42]2[CH:47]=[CH:46][C:45]([NH2:48])=[C:44]([F:49])[CH:43]=2)=[CH:38][CH:39]=[CH:40][CH:41]=1)(=[O:35])=[O:34])([CH3:31])([CH3:30])[CH3:29]. Product: [C:1]([O:5][C:6]([N:8]1[CH2:12][CH2:11][CH2:10][CH:9]1[C:13](=[O:15])[NH:48][C:45]1[CH:46]=[CH:47][C:42]([C:37]2[CH:38]=[CH:39][CH:40]=[CH:41][C:36]=2[S:33](=[O:35])(=[O:34])[NH:32][C:28]([CH3:29])([CH3:30])[CH3:31])=[CH:43][C:44]=1[F:49])=[O:7])([CH3:2])([CH3:3])[CH3:4]. The catalyst class is: 27. (3) Reactant: [OH:1][CH2:2][C@@H:3]1[C@@H:8]([OH:9])[C@H:7]([OH:10])[CH:6]=[C:5]([C:11]2[CH:16]=[CH:15][N:14]=[CH:13][C:12]=2[N+:17]([O-:19])=[O:18])[O:4]1.[C:20](Cl)([C:33]1[CH:38]=[CH:37][CH:36]=[CH:35][CH:34]=1)([C:27]1[CH:32]=[CH:31][CH:30]=[CH:29][CH:28]=1)[C:21]1[CH:26]=[CH:25][CH:24]=[CH:23][CH:22]=1. Product: [N+:17]([C:12]1[CH:13]=[N:14][CH:15]=[CH:16][C:11]=1[C:5]1[O:4][C@H:3]([CH2:2][O:1][C:20]([C:21]2[CH:26]=[CH:25][CH:24]=[CH:23][CH:22]=2)([C:33]2[CH:34]=[CH:35][CH:36]=[CH:37][CH:38]=2)[C:27]2[CH:28]=[CH:29][CH:30]=[CH:31][CH:32]=2)[C@@H:8]([OH:9])[C@H:7]([OH:10])[CH:6]=1)([O-:19])=[O:18]. The catalyst class is: 17. (4) Reactant: [NH2:1][C:2]1[CH:3]=[C:4]2[C:8](=[CH:9][CH:10]=1)[NH:7][N:6]=[C:5]2[OH:11].[F:12][C:13]1[CH:14]=[C:15]([S:19](Cl)(=[O:21])=[O:20])[CH:16]=[CH:17][CH:18]=1. Product: [F:12][C:13]1[CH:14]=[C:15]([S:19]([NH:1][C:2]2[CH:3]=[C:4]3[C:8](=[CH:9][CH:10]=2)[NH:7][N:6]=[C:5]3[OH:11])(=[O:21])=[O:20])[CH:16]=[CH:17][CH:18]=1. The catalyst class is: 17. (5) Reactant: [CH3:1][O:2][C:3]([C:5]1[N:6]=[C:7]([C@@H:22]2[CH2:26][C@H:25]([F:27])[CH2:24][N:23]2[C:28]([O:30]CC2C=CC=CC=2)=O)[N:8](C)[C:9](=[O:20])[C:10]=1[O:11][C:12](=[O:19])[C:13]1[CH:18]=[CH:17][CH:16]=[CH:15][CH:14]=1)=[O:4].[C:38](OC(=O)C)(=O)C. Product: [CH3:1][O:2][C:3]([C:5]1[C:10]([O:11][C:12](=[O:19])[C:13]2[CH:18]=[CH:17][CH:16]=[CH:15][CH:14]=2)=[C:9]([OH:20])[N:8]=[C:7]([C@@H:22]2[CH2:26][C@H:25]([F:27])[CH2:24][N:23]2[C:28](=[O:30])[CH3:38])[N:6]=1)=[O:4]. The catalyst class is: 78. (6) Reactant: C(OC([NH:8][C@@H:9]([CH2:14][C:15]1[CH:24]=[CH:23][C:22]2[C:17](=[CH:18][CH:19]=[CH:20][CH:21]=2)[CH:16]=1)[C:10]([NH:12][CH3:13])=[O:11])=O)(C)(C)C.[ClH:25]. Product: [ClH:25].[NH2:8][C@@H:9]([CH2:14][C:15]1[CH:24]=[CH:23][C:22]2[C:17](=[CH:18][CH:19]=[CH:20][CH:21]=2)[CH:16]=1)[C:10]([NH:12][CH3:13])=[O:11]. The catalyst class is: 12. (7) Reactant: [Br:1][C:2]1[CH:10]=[CH:9][C:5]([CH2:6][CH2:7][NH2:8])=[CH:4][CH:3]=1.[C:11]([O-:14])([O-])=[O:12].[K+].[K+]. Product: [C:11]([NH:8][CH2:7][CH2:6][C:5]1[CH:9]=[CH:10][C:2]([Br:1])=[CH:3][CH:4]=1)([O:14][C:5]([CH3:9])([CH3:6])[CH3:4])=[O:12]. The catalyst class is: 34.